Dataset: Full USPTO retrosynthesis dataset with 1.9M reactions from patents (1976-2016). Task: Predict the reactants needed to synthesize the given product. (1) Given the product [Cl:27][CH2:17][C:8]1[CH:9]=[CH:10][C:11]([O:12][CH2:13][CH2:14][O:15][CH3:16])=[C:6]([O:5][CH2:4][CH2:3][O:2][CH3:1])[CH:7]=1, predict the reactants needed to synthesize it. The reactants are: [CH3:1][O:2][CH2:3][CH2:4][O:5][C:6]1[CH:7]=[C:8]([CH2:17]O)[CH:9]=[CH:10][C:11]=1[O:12][CH2:13][CH2:14][O:15][CH3:16].N1C=CC=CC=1.S(Cl)([Cl:27])=O.O. (2) Given the product [NH2:15][C:10]1[CH:11]=[N:12][CH:13]=[CH:14][C:9]=1[N:6]1[CH:7]=[CH:8][C:3]([O:2][CH3:1])=[C:4]([C:19]#[N:20])[C:5]1=[O:18], predict the reactants needed to synthesize it. The reactants are: [CH3:1][O:2][C:3]1[CH:8]=[CH:7][N:6]([C:9]2[CH:14]=[CH:13][N:12]=[CH:11][C:10]=2[N+:15]([O-])=O)[C:5](=[O:18])[C:4]=1[C:19]#[N:20].[Cl-].[NH4+].C(O)C.C(=O)([O-])O.[Na+]. (3) Given the product [N:19]1[C:20]2[C:15](=[CH:14][C:13]([C:12]3([C:11]([O:10][CH3:9])=[O:23])[CH2:3][CH2:2]3)=[CH:22][CH:21]=2)[CH:16]=[CH:17][CH:18]=1, predict the reactants needed to synthesize it. The reactants are: [Li+].[CH3:2][CH:3]([N-]C(C)C)C.[CH3:9][O:10][C:11](=[O:23])[CH2:12][C:13]1[CH:14]=[C:15]2[C:20](=[CH:21][CH:22]=1)[N:19]=[CH:18][CH:17]=[CH:16]2.BrCCBr. (4) The reactants are: FC(F)(F)C(O)=O.ClCCl.[CH:11]([C:15]1[C:16]([N:24]([CH2:32][C:33]([F:36])([F:35])[F:34])C(=O)OC(C)(C)C)=[N:17][C:18]([S:22][CH3:23])=[N:19][C:20]=1[Cl:21])([CH2:13][CH3:14])[CH3:12]. Given the product [CH:11]([C:15]1[C:16]([NH:24][CH2:32][C:33]([F:36])([F:34])[F:35])=[N:17][C:18]([S:22][CH3:23])=[N:19][C:20]=1[Cl:21])([CH2:13][CH3:14])[CH3:12], predict the reactants needed to synthesize it.